From a dataset of Full USPTO retrosynthesis dataset with 1.9M reactions from patents (1976-2016). Predict the reactants needed to synthesize the given product. (1) Given the product [CH:1]([O:4][C:5]1[N:10]=[CH:9][C:8]([O:11][C:12]2[CH:13]=[CH:14][C:15]([CH2:18][CH2:19][CH:20]([NH:22][C:23]([NH2:25])=[O:24])[CH3:21])=[CH:16][CH:17]=2)=[CH:7][CH:6]=1)([CH3:3])[CH3:2], predict the reactants needed to synthesize it. The reactants are: [CH:1]([O:4][C:5]1[N:10]=[CH:9][C:8]([O:11][C:12]2[CH:17]=[CH:16][C:15]([CH2:18][CH2:19][CH:20]([NH2:22])[CH3:21])=[CH:14][CH:13]=2)=[CH:7][CH:6]=1)([CH3:3])[CH3:2].[C:23](N1C=CN=C1)([N:25]1C=CN=C1)=[O:24]. (2) Given the product [CH3:14][O:13][C:11](=[O:12])[C:10](=[O:15])[CH2:2][C:1]([C:4]1[S:5][C:6]([Br:9])=[CH:7][CH:8]=1)=[O:3], predict the reactants needed to synthesize it. The reactants are: [C:1]([C:4]1[S:5][C:6]([Br:9])=[CH:7][CH:8]=1)(=[O:3])[CH3:2].[C:10](OC)(=[O:15])[C:11]([O:13][CH3:14])=[O:12].C[O-].[Na+].Cl. (3) Given the product [CH3:32][S:33]([O:24][CH2:23][C:12]1([C:15]2[CH:20]=[CH:19][CH:18]=[C:17]([O:21][CH3:22])[CH:16]=2)[CH2:13][CH2:14][N:9]([C:4]2[CH:5]=[CH:6][CH:7]=[CH:8][C:3]=2[O:2][CH3:1])[CH2:10][CH2:11]1)(=[O:35])=[O:34], predict the reactants needed to synthesize it. The reactants are: [CH3:1][O:2][C:3]1[CH:8]=[CH:7][CH:6]=[CH:5][C:4]=1[N:9]1[CH2:14][CH2:13][C:12]([CH2:23][OH:24])([C:15]2[CH:20]=[CH:19][CH:18]=[C:17]([O:21][CH3:22])[CH:16]=2)[CH2:11][CH2:10]1.C(N(CC)CC)C.[CH3:32][S:33](Cl)(=[O:35])=[O:34].